From a dataset of Reaction yield outcomes from USPTO patents with 853,638 reactions. Predict the reaction yield, written as a fraction of the theoretical maximum amount of product (1.0 means a 100% yield; for example, 0.34 means a 34% yield). The reactants are C([O:3][C:4]([C:6]1[N:7]=[C:8]([CH:11]2[CH2:16][CH2:15][CH2:14][CH2:13][CH2:12]2)[S:9][CH:10]=1)=[O:5])C.[Li+].[OH-]. The catalyst is O. The product is [CH:11]1([C:8]2[S:9][CH:10]=[C:6]([C:4]([OH:5])=[O:3])[N:7]=2)[CH2:12][CH2:13][CH2:14][CH2:15][CH2:16]1. The yield is 0.830.